This data is from Full USPTO retrosynthesis dataset with 1.9M reactions from patents (1976-2016). The task is: Predict the reactants needed to synthesize the given product. (1) Given the product [C:17]([CH2:20][CH2:21][C:22]1[CH:27]=[CH:26][C:25]([C:2]2[CH:7]=[CH:6][C:5]([CH2:8][CH2:9][C:10]([O:12][C:13]([CH3:16])([CH3:15])[CH3:14])=[O:11])=[CH:4][CH:3]=2)=[CH:24][CH:23]=1)([OH:19])=[O:18], predict the reactants needed to synthesize it. The reactants are: Br[C:2]1[CH:7]=[CH:6][C:5]([CH2:8][CH2:9][C:10]([O:12][C:13]([CH3:16])([CH3:15])[CH3:14])=[O:11])=[CH:4][CH:3]=1.[C:17]([CH2:20][CH2:21][C:22]1[CH:27]=[CH:26][C:25](B(O)O)=[CH:24][CH:23]=1)([OH:19])=[O:18].C([O-])([O-])=O.[K+].[K+].Cl. (2) Given the product [CH3:12][N:4]([CH2:3][CH:2]=[O:1])[C:5](=[O:11])[O:6][C:7]([CH3:10])([CH3:8])[CH3:9], predict the reactants needed to synthesize it. The reactants are: [OH:1][CH2:2][CH2:3][N:4]([CH3:12])[C:5](=[O:11])[O:6][C:7]([CH3:10])([CH3:9])[CH3:8].C(N(CC)CC)C.S(=O)(=O)=O.N1C=CC=CC=1.CO. (3) Given the product [CH3:1][O:2][C:3]1[C:4]2[N:15]=[C:16]([C:17]([OH:19])=[O:18])[S:20][C:5]=2[C:6]([N:9]2[CH2:10][CH2:11][O:12][CH2:13][CH2:14]2)=[CH:7][CH:8]=1, predict the reactants needed to synthesize it. The reactants are: [CH3:1][O:2][C:3]1[CH:8]=[CH:7][C:6]([N:9]2[CH2:14][CH2:13][O:12][CH2:11][CH2:10]2)=[CH:5][C:4]=1[NH:15][C:16](=[S:20])[C:17]([OH:19])=[O:18].[OH-].[Na+].Cl. (4) Given the product [Br:1][C:2]1[CH:3]=[CH:4][C:5]([O:24][CH2:34][C:33]([CH3:35])=[CH2:32])=[C:6]([C:8]2[CH:13]=[CH:12][CH:11]=[CH:10][C:9]=2[C:14]2[N:19]=[C:18]([C:20]([O:22][CH3:23])=[O:21])[CH:17]=[CH:16][CH:15]=2)[CH:7]=1, predict the reactants needed to synthesize it. The reactants are: [Br:1][C:2]1[CH:3]=[CH:4][C:5]([OH:24])=[C:6]([C:8]2[CH:13]=[CH:12][CH:11]=[CH:10][C:9]=2[C:14]2[N:19]=[C:18]([C:20]([O:22][CH3:23])=[O:21])[CH:17]=[CH:16][CH:15]=2)[CH:7]=1.C(=O)([O-])[O-].[K+].[K+].Br[CH2:32][C:33]([CH3:35])=[CH2:34].